Dataset: Full USPTO retrosynthesis dataset with 1.9M reactions from patents (1976-2016). Task: Predict the reactants needed to synthesize the given product. (1) The reactants are: [CH3:1][O:2][C:3]1[CH:22]=[CH:21][C:6]([CH2:7][C@@H:8]2[C:12]3=[N:13][C:14]4[CH:19]=[CH:18][CH:17]=[CH:16][C:15]=4[N:11]3[C:10](=[O:20])[NH:9]2)=[CH:5][CH:4]=1.[CH3:23][N:24]1[CH2:29][CH2:28][NH:27][CH2:26][CH2:25]1.C(O)(C(F)(F)F)=O. Given the product [NH:11]1[C:15]2[CH:16]=[CH:17][CH:18]=[CH:19][C:14]=2[N:13]=[C:12]1[C@H:8]([NH:9][C:10]([N:27]1[CH2:28][CH2:29][N:24]([CH3:23])[CH2:25][CH2:26]1)=[O:20])[CH2:7][C:6]1[CH:21]=[CH:22][C:3]([O:2][CH3:1])=[CH:4][CH:5]=1, predict the reactants needed to synthesize it. (2) The reactants are: [C:1]([O:5][C:6]([N:8]1[CH2:16][C:15]2[C:10](=[CH:11][CH:12]=[CH:13][C:14]=2[NH:17][CH2:18][C:19](=[O:33])[N:20]([CH2:26][C:27]2[CH:32]=[CH:31][CH:30]=[CH:29][CH:28]=2)[CH2:21][CH2:22][N:23]([CH3:25])[CH3:24])[CH2:9]1)=[O:7])([CH3:4])([CH3:3])[CH3:2].[C:34](O[C:34]([C:36]([F:39])([F:38])[F:37])=[O:35])([C:36]([F:39])([F:38])[F:37])=[O:35]. Given the product [C:1]([O:5][C:6]([N:8]1[CH2:16][C:15]2[C:10](=[CH:11][CH:12]=[CH:13][C:14]=2[N:17]([CH2:18][C:19](=[O:33])[N:20]([CH2:26][C:27]2[CH:28]=[CH:29][CH:30]=[CH:31][CH:32]=2)[CH2:21][CH2:22][N:23]([CH3:25])[CH3:24])[C:34](=[O:35])[C:36]([F:39])([F:38])[F:37])[CH2:9]1)=[O:7])([CH3:4])([CH3:2])[CH3:3], predict the reactants needed to synthesize it. (3) Given the product [OH:8][CH2:9][C:10]1[N:36]([CH3:35])[C:14](=[O:15])[C:13]2[S:17][C:18]3[CH2:23][CH2:22][CH2:21][CH2:20][C:19]=3[C:12]=2[C:11]=1[C:24]1[C:25]([CH3:34])=[C:26]2[C:31](=[CH:32][CH:33]=1)[O:30][CH2:29][CH2:28][CH2:27]2, predict the reactants needed to synthesize it. The reactants are: [Si]([O:8][CH2:9][C:10]1[O:15][C:14](=O)[C:13]2[S:17][C:18]3[CH2:23][CH2:22][CH2:21][CH2:20][C:19]=3[C:12]=2[C:11]=1[C:24]1[C:25]([CH3:34])=[C:26]2[C:31](=[CH:32][CH:33]=1)[O:30][CH2:29][CH2:28][CH2:27]2)(C(C)(C)C)(C)C.[CH3:35][NH2:36]. (4) The reactants are: CCC(C)[BH-](C(C)CC)C(C)CC.[Li+].[CH3:15][O:16][C:17]1[C:18]([OH:36])=[CH:19][C:20]2[CH2:21][CH:22]=[C:23]3[C@@H:32]([C:33]=2[CH:34]=1)[CH2:31][CH2:30][C@@:28]1([CH3:29])[C@H:24]3[CH2:25][CH2:26][C:27]1=[O:35].Cl. Given the product [CH3:15][O:16][C:17]1[C:18]([OH:36])=[CH:19][C:20]2[CH2:21][CH:22]=[C:23]3[C@@H:32]([C:33]=2[CH:34]=1)[CH2:31][CH2:30][C@@:28]1([CH3:29])[C@H:24]3[CH2:25][CH2:26][C@@H:27]1[OH:35], predict the reactants needed to synthesize it. (5) Given the product [Br:7][C:8]1[CH:9]=[C:10]([CH3:36])[CH:11]=[C:12]2[C:17]=1[N:16]=[CH:15][N:14]([N:18]([C:26]1[CH:31]=[C:30]([Cl:32])[CH:29]=[CH:28][C:27]=1[S:33]([CH3:34])=[O:1])[C:19](=[O:25])[O:20][C:21]([CH3:24])([CH3:23])[CH3:22])[C:13]2=[O:35], predict the reactants needed to synthesize it. The reactants are: [OH:1]OS([O-])=O.[K+].[Br:7][C:8]1[CH:9]=[C:10]([CH3:36])[CH:11]=[C:12]2[C:17]=1[N:16]=[CH:15][N:14]([N:18]([C:26]1[CH:31]=[C:30]([Cl:32])[CH:29]=[CH:28][C:27]=1[S:33][CH3:34])[C:19](=[O:25])[O:20][C:21]([CH3:24])([CH3:23])[CH3:22])[C:13]2=[O:35]. (6) The reactants are: [N+](C1C=C(C2[NH:14][C:13]3[CH:15]=[CH:16][C:17]([C:19](N)=[O:20])=[CH:18][C:12]=3N=2)C=CC=1)([O-])=O.NC1C=CC(C=O)=CC=1.N1C=CC=CC=1.[Cl:37][C:38]1[CH:39]=[C:40]([S:45](Cl)(=[O:47])=[O:46])[CH:41]=[CH:42][C:43]=1[Cl:44]. Given the product [Cl:37][C:38]1[CH:39]=[C:40]([S:45]([NH:14][C:13]2[CH:12]=[CH:18][C:17]([CH:19]=[O:20])=[CH:16][CH:15]=2)(=[O:46])=[O:47])[CH:41]=[CH:42][C:43]=1[Cl:44], predict the reactants needed to synthesize it. (7) Given the product [Cl:1][C:2]1[CH:3]=[C:4]([C:5]([O:7][CH2:8][CH3:9])=[O:6])[CH:10]=[CH:11][C:12]=1[C:23]1[CH:24]=[C:25]([O:28][CH3:29])[CH:26]=[CH:27][C:22]=1[F:21], predict the reactants needed to synthesize it. The reactants are: [Cl:1][C:2]1[CH:3]=[C:4]([CH:10]=[CH:11][C:12]=1OS(C(F)(F)F)(=O)=O)[C:5]([O:7][CH2:8][CH3:9])=[O:6].[F:21][C:22]1[CH:27]=[CH:26][C:25]([O:28][CH3:29])=[CH:24][C:23]=1B(O)O.C(=O)([O-])[O-].[K+].[K+]. (8) Given the product [F:1][C:2]1[CH:3]=[C:4]([NH:22][C:23]([NH:33][NH2:34])=[O:24])[CH:5]=[CH:6][C:7]=1[N:8]1[CH2:13][CH2:12][N:11]([C:14]2[CH:15]=[CH:16][C:17]([O:20][CH3:21])=[CH:18][CH:19]=2)[CH2:10][CH2:9]1, predict the reactants needed to synthesize it. The reactants are: [F:1][C:2]1[CH:3]=[C:4]([NH:22][C:23](=O)[O:24]C2C=CC=CC=2)[CH:5]=[CH:6][C:7]=1[N:8]1[CH2:13][CH2:12][N:11]([C:14]2[CH:19]=[CH:18][C:17]([O:20][CH3:21])=[CH:16][CH:15]=2)[CH2:10][CH2:9]1.[H-].[NH2:33][NH2:34].O.